This data is from Full USPTO retrosynthesis dataset with 1.9M reactions from patents (1976-2016). The task is: Predict the reactants needed to synthesize the given product. (1) Given the product [Cl:1][C:2]1[C:10]2[N:9]=[C:8]([CH:11]3[CH2:13][CH2:12]3)[N:7]([CH2:15][C:16]3[CH:35]=[CH:34][C:19]4/[C:20](=[C:30](/[CH3:33])\[C:31]#[N:32])/[C:21]5[CH:28]=[CH:27][C:26]([F:29])=[CH:25][C:22]=5[O:23][CH2:24][C:18]=4[CH:17]=3)[C:6]=2[CH:5]=[CH:4][CH:3]=1, predict the reactants needed to synthesize it. The reactants are: [Cl:1][C:2]1[C:10]2[N:9]=[C:8]([CH:11]3[CH2:13][CH2:12]3)[NH:7][C:6]=2[CH:5]=[CH:4][CH:3]=1.Br[CH2:15][C:16]1[CH:35]=[CH:34][C:19]2/[C:20](=[C:30](/[CH3:33])\[C:31]#[N:32])/[C:21]3[CH:28]=[CH:27][C:26]([F:29])=[CH:25][C:22]=3[O:23][CH2:24][C:18]=2[CH:17]=1. (2) Given the product [CH3:38][N:36]1[CH:37]=[C:33]([S:30]([N:16]([CH2:15][C:11]2[CH:10]=[C:9]([CH:14]=[CH:13][CH:12]=2)[O:8][CH2:7][C:6]([OH:39])=[O:5])[CH2:17][C:18]2[CH:19]=[CH:20][C:21]([C:24]3[N:25]=[CH:26][CH:27]=[CH:28][N:29]=3)=[CH:22][CH:23]=2)(=[O:31])=[O:32])[N:34]=[CH:35]1, predict the reactants needed to synthesize it. The reactants are: C([O:5][C:6](=[O:39])[CH2:7][O:8][C:9]1[CH:14]=[CH:13][CH:12]=[C:11]([CH2:15][N:16]([S:30]([C:33]2[N:34]=[CH:35][N:36]([CH3:38])[CH:37]=2)(=[O:32])=[O:31])[CH2:17][C:18]2[CH:23]=[CH:22][C:21]([C:24]3[N:29]=[CH:28][CH:27]=[CH:26][N:25]=3)=[CH:20][CH:19]=2)[CH:10]=1)(C)(C)C.O.O1CCOCC1. (3) The reactants are: CO[CH:3](OC)[CH2:4][N:5]([C:18]1[CH:23]=[CH:22][C:21]([O:24][C:25]([F:28])([F:27])[F:26])=[CH:20][CH:19]=1)[C:6]([NH:8][C:9]1[CH:14]=[CH:13][C:12]([N+:15]([O-:17])=[O:16])=[CH:11][CH:10]=1)=[O:7]. Given the product [N+:15]([C:12]1[CH:13]=[CH:14][C:9]([N:8]2[CH:3]=[CH:4][N:5]([C:18]3[CH:19]=[CH:20][C:21]([O:24][C:25]([F:26])([F:27])[F:28])=[CH:22][CH:23]=3)[C:6]2=[O:7])=[CH:10][CH:11]=1)([O-:17])=[O:16], predict the reactants needed to synthesize it.